Predict which catalyst facilitates the given reaction. From a dataset of Catalyst prediction with 721,799 reactions and 888 catalyst types from USPTO. Reactant: [NH:1]1[C:5]2[CH:6]=[CH:7][CH:8]=[CH:9][C:4]=2[N:3]=[C:2]1[CH2:10][C:11]1[CH:20]=[CH:19][C:14]([C:15]([O:17][CH3:18])=[O:16])=[CH:13][CH:12]=1.Br[CH2:22][CH2:23][C:24]1[CH:29]=[CH:28][CH:27]=[CH:26][CH:25]=1.C(=O)([O-])[O-].[K+].[K+]. Product: [CH3:18][O:17][C:15](=[O:16])[C:14]1[CH:19]=[CH:20][C:11]([CH2:10][C:2]2[N:3]([CH2:22][CH2:23][C:24]3[CH:29]=[CH:28][CH:27]=[CH:26][CH:25]=3)[C:4]3[CH:9]=[CH:8][CH:7]=[CH:6][C:5]=3[N:1]=2)=[CH:12][CH:13]=1. The catalyst class is: 10.